Dataset: Reaction yield outcomes from USPTO patents with 853,638 reactions. Task: Predict the reaction yield, written as a fraction of the theoretical maximum amount of product (1.0 means a 100% yield; for example, 0.34 means a 34% yield). (1) The reactants are [F:1][C:2]1[CH:19]=[CH:18][C:5]2[N:6]3[CH:12]=[N:11][C:10]([C:13](OCC)=O)=[C:7]3[CH2:8][O:9][C:4]=2[C:3]=1[CH2:20][CH2:21][N:22]1[CH2:27][CH2:26][N:25]([C:28]2[CH:37]=[CH:36][CH:35]=[C:34]3[C:29]=2[CH:30]=[CH:31][C:32]([C:38]([F:41])([F:40])[F:39])=[N:33]3)[CH2:24][CH2:23]1.C[Al](C)C.[NH3:46].C(Cl)[Cl:48]. The catalyst is O1CCOCC1.CO. The product is [ClH:48].[F:1][C:2]1[CH:19]=[CH:18][C:5]2[N:6]3[CH:12]=[N:11][C:10]([C:13]#[N:46])=[C:7]3[CH2:8][O:9][C:4]=2[C:3]=1[CH2:20][CH2:21][N:22]1[CH2:23][CH2:24][N:25]([C:28]2[CH:37]=[CH:36][CH:35]=[C:34]3[C:29]=2[CH:30]=[CH:31][C:32]([C:38]([F:40])([F:39])[F:41])=[N:33]3)[CH2:26][CH2:27]1. The yield is 0.180. (2) The reactants are [C:1]([C:5]1[CH:10]=[C:9](Br)[C:8]([N+:12]([O-:14])=[O:13])=[CH:7][C:6]=1[OH:15])([CH3:4])([CH3:3])[CH3:2].[CH2:16]([O:18][C:19]1[CH:24]=[CH:23][CH:22]=[CH:21][C:20]=1B(O)O)[CH3:17].C(=O)([O-])[O-].[K+].[K+].O. The catalyst is CN(C=O)C.C1C=CC([P]([Pd]([P](C2C=CC=CC=2)(C2C=CC=CC=2)C2C=CC=CC=2)([P](C2C=CC=CC=2)(C2C=CC=CC=2)C2C=CC=CC=2)[P](C2C=CC=CC=2)(C2C=CC=CC=2)C2C=CC=CC=2)(C2C=CC=CC=2)C2C=CC=CC=2)=CC=1. The product is [C:1]([C:5]1[CH:10]=[C:9]([C:20]2[CH:21]=[CH:22][CH:23]=[CH:24][C:19]=2[O:18][CH2:16][CH3:17])[C:8]([N+:12]([O-:14])=[O:13])=[CH:7][C:6]=1[OH:15])([CH3:4])([CH3:3])[CH3:2]. The yield is 0.920.